From a dataset of TCR-epitope binding with 47,182 pairs between 192 epitopes and 23,139 TCRs. Binary Classification. Given a T-cell receptor sequence (or CDR3 region) and an epitope sequence, predict whether binding occurs between them. The epitope is GMFNMLSTVLGVS. The TCR CDR3 sequence is CASSYSAGLGQPQHF. Result: 0 (the TCR does not bind to the epitope).